Dataset: Full USPTO retrosynthesis dataset with 1.9M reactions from patents (1976-2016). Task: Predict the reactants needed to synthesize the given product. (1) Given the product [CH3:14][O:15][C:16]1[CH:17]=[C:18]([CH:21]=[CH:22][C:23]=1[O:24][CH2:25][C:26]1[CH:27]=[N:28][CH:29]=[CH:30][CH:31]=1)[CH:19]=[N:13][NH:12][C:10]([C@@H:8]1[CH2:9][C@H:7]1[C:1]1[CH:6]=[CH:5][CH:4]=[CH:3][CH:2]=1)=[O:11], predict the reactants needed to synthesize it. The reactants are: [C:1]1([C@@H:7]2[CH2:9][C@H:8]2[C:10]([NH:12][NH2:13])=[O:11])[CH:6]=[CH:5][CH:4]=[CH:3][CH:2]=1.[CH3:14][O:15][C:16]1[CH:17]=[C:18]([CH:21]=[CH:22][C:23]=1[O:24][CH2:25][C:26]1[CH:27]=[N:28][CH:29]=[CH:30][CH:31]=1)[CH:19]=O. (2) Given the product [CH3:12][O:11][C:9]1[CH:8]=[CH:7][C:5]2[N:6]=[CH:2][S:3][C:4]=2[CH:10]=1, predict the reactants needed to synthesize it. The reactants are: N[C:2]1[S:3][C:4]2[CH:10]=[C:9]([O:11][CH3:12])[CH:8]=[CH:7][C:5]=2[N:6]=1.N(OC(C)(C)C)=O.S1C2C=CC=CC=2N=C1.Cl. (3) Given the product [Br:25][C:22]1[CH:23]=[C:18](/[C:16](/[CH3:17])=[C:3](\[C:1]#[N:2])/[C:4]([NH:6][CH2:7][CH2:8][CH2:9][CH2:10][CH2:11][CH2:12][CH2:13][CH2:14][CH3:15])=[O:5])[CH:19]=[CH:20][C:21]=1[OH:24], predict the reactants needed to synthesize it. The reactants are: [C:1](/[C:3](=[C:16](\[C:18]1[CH:23]=[CH:22][C:21]([OH:24])=[CH:20][CH:19]=1)/[CH3:17])/[C:4]([NH:6][CH2:7][CH2:8][CH2:9][CH2:10][CH2:11][CH2:12][CH2:13][CH2:14][CH3:15])=[O:5])#[N:2].[Br-:25].[Br-].[Br-].C([N+](CCCC)(CCCC)CCCC)CCC.C([N+](CCCC)(CCCC)CCCC)CCC.C([N+](CCCC)(CCCC)CCCC)CCC.S([O-])([O-])=O.[Na+].[Na+]. (4) Given the product [CH3:7][C:8]1([CH3:16])[CH2:11][CH2:12][CH:13]([C:14]#[N:15])[C:9]1=[O:5], predict the reactants needed to synthesize it. The reactants are: CC([O-:5])(C)C.[K+].[CH3:7][C:8]([CH3:16])([CH2:11][CH2:12][CH2:13][C:14]#[N:15])[C:9]#N. (5) Given the product [NH2:17][C:14]1[CH:15]=[CH:16][C:11]([CH:5]([CH2:4][CH:1]2[CH2:2][CH2:3]2)[C:6]([O:8][CH2:9][CH3:10])=[O:7])=[CH:12][C:13]=1[O:20][CH2:21][CH:22]1[CH2:24][CH2:23]1, predict the reactants needed to synthesize it. The reactants are: [CH:1]1([CH2:4][CH:5]([C:11]2[CH:16]=[CH:15][C:14]([N+:17]([O-])=O)=[C:13]([O:20][CH2:21][CH:22]3[CH2:24][CH2:23]3)[CH:12]=2)[C:6]([O:8][CH2:9][CH3:10])=[O:7])[CH2:3][CH2:2]1. (6) Given the product [F:7][C:36]([C:32]1[N:31]=[C:30]([C:27]2[N:24]3[CH:25]=[CH:26][C:21]([C:11]([CH3:12])([O:13][Si:14]([CH2:19][CH3:20])([CH2:17][CH3:18])[CH2:15][CH3:16])[CH3:10])=[N:22][C:23]3=[N:29][CH:28]=2)[CH:35]=[CH:34][N:33]=1)([CH3:38])[CH3:37], predict the reactants needed to synthesize it. The reactants are: C(N(S(F)(F)[F:7])CC)C.[CH3:10][C:11]([C:21]1[CH:26]=[CH:25][N:24]2[C:27]([C:30]3[CH:35]=[CH:34][N:33]=[C:32]([C:36](O)([CH3:38])[CH3:37])[N:31]=3)=[CH:28][N:29]=[C:23]2[N:22]=1)([O:13][Si:14]([CH2:19][CH3:20])([CH2:17][CH3:18])[CH2:15][CH3:16])[CH3:12].O.C([O-])(O)=O.[Na+].